This data is from Forward reaction prediction with 1.9M reactions from USPTO patents (1976-2016). The task is: Predict the product of the given reaction. (1) The product is: [Cl:1][C:2]1[C:7]2[C:8](=[O:23])[N:9]([CH2:13][C:14]3[C:15](=[O:22])[NH:16][C:17]([CH3:21])=[CH:18][C:19]=3[CH3:20])[CH2:10][CH2:11][O:12][C:6]=2[CH:5]=[CH:4][C:3]=1[OH:24]. Given the reactants [Cl:1][C:2]1[C:7]2[C:8](=[O:23])[N:9]([CH2:13][C:14]3[C:15](=[O:22])[NH:16][C:17]([CH3:21])=[CH:18][C:19]=3[CH3:20])[CH2:10][CH2:11][O:12][C:6]=2[CH:5]=[CH:4][C:3]=1[O:24]C.B(Br)(Br)Br, predict the reaction product. (2) Given the reactants [CH2:1]([O:8][C@@H:9]1[O:18][C@H:17]2[C@@H:12]([O:13][C@H:14]([C:19]3[CH:24]=[CH:23][CH:22]=[CH:21][CH:20]=3)[O:15][CH2:16]2)[C@H:11]([OH:25])[C@H:10]1[NH:26][C:27](=[O:33])[O:28][C:29]([CH3:32])([CH3:31])[CH3:30])[C:2]1[CH:7]=[CH:6][CH:5]=[CH:4][CH:3]=1.[H-].[Na+].FC(F)(F)S(O[C@@H:42]([CH3:48])[C:43]([O:45][CH2:46][CH3:47])=[O:44])(=O)=O, predict the reaction product. The product is: [CH2:1]([O:8][C@@H:9]1[O:18][C@H:17]2[C@@H:12]([O:13][C@H:14]([C:19]3[CH:24]=[CH:23][CH:22]=[CH:21][CH:20]=3)[O:15][CH2:16]2)[C@H:11]([O:25][C@H:42]([CH3:48])[C:43]([O:45][CH2:46][CH3:47])=[O:44])[C@H:10]1[NH:26][C:27]([O:28][C:29]([CH3:30])([CH3:32])[CH3:31])=[O:33])[C:2]1[CH:7]=[CH:6][CH:5]=[CH:4][CH:3]=1. (3) Given the reactants Cl[C:2]1[N:11]=[C:10]([N:12]2[CH2:17][CH2:16][O:15][CH2:14][CH2:13]2)[C:9]2[N:8]([CH3:18])[C:7](=[O:19])[C:6]3([CH3:24])[CH2:20][O:21][CH2:22][CH2:23][N:5]3[C:4]=2[N:3]=1.[CH3:25][NH:26][C:27]([NH:29][C:30]1[CH:35]=[CH:34][C:33](B2OC(C)(C)C(C)(C)O2)=[CH:32][CH:31]=1)=[O:28].C(=O)(O)[O-].[Na+], predict the reaction product. The product is: [CH3:18][N:8]1[C:7](=[O:19])[C:6]2([CH3:24])[CH2:20][O:21][CH2:22][CH2:23][N:5]2[C:4]2[N:3]=[C:2]([C:33]3[CH:32]=[CH:31][C:30]([NH:29][C:27]([NH:26][CH3:25])=[O:28])=[CH:35][CH:34]=3)[N:11]=[C:10]([N:12]3[CH2:13][CH2:14][O:15][CH2:16][CH2:17]3)[C:9]1=2. (4) Given the reactants [NH2:1][C:2]1[N:7]=[C:6]([C:8]2[CH:13]=[CH:12][CH:11]=[CH:10][CH:9]=2)[CH:5]=[CH:4][N:3]=1.C([O-])([O-])=O.[Ca+2].[Br:19]Br.[OH-].[NH4+], predict the reaction product. The product is: [Br:19][C:5]1[C:6]([C:8]2[CH:13]=[CH:12][CH:11]=[CH:10][CH:9]=2)=[N:7][C:2]([NH2:1])=[N:3][CH:4]=1. (5) Given the reactants [NH2:1][C:2]1[CH:3]=[C:4]([NH:8][C:9]2[N:14]=[C:13]([NH:15][CH2:16][CH2:17][CH2:18][NH:19][C:20](=[O:29])[O:21][CH2:22][C:23]3[CH:28]=[CH:27][CH:26]=[CH:25][CH:24]=3)[C:12]([CH2:30][O:31][Si:32]([C:35]([CH3:38])([CH3:37])[CH3:36])([CH3:34])[CH3:33])=[CH:11][N:10]=2)[CH:5]=[CH:6][CH:7]=1, predict the reaction product. The product is: [CH3:36][C:35]([Si:32]([CH3:34])([CH3:33])[O:31][CH2:30][C:12]1[C:13]([NH:15][CH2:16][CH2:17][CH2:18][NH:19][C:20](=[O:29])[O:21][CH2:22][C:23]2[CH:28]=[CH:27][CH:26]=[CH:25][CH:24]=2)=[N:14][C:9]([NH:8][C:4]2[CH:5]=[CH:6][CH:7]=[C:2]([NH:1][C:20]([NH:19][CH2:18][CH3:17])=[O:21])[CH:3]=2)=[N:10][CH:11]=1)([CH3:38])[CH3:37].